Dataset: Catalyst prediction with 721,799 reactions and 888 catalyst types from USPTO. Task: Predict which catalyst facilitates the given reaction. (1) Reactant: [CH2:1]([O:8][C:9]([N:11]([CH2:13][C:14]1[CH:19]=[C:18]([N+:20]([O-:22])=[O:21])[CH:17]=[CH:16][C:15]=1[CH2:23][C:24]([O:26][CH2:27][CH3:28])=[O:25])[CH3:12])=[O:10])[C:2]1[CH:7]=[CH:6][CH:5]=[CH:4][CH:3]=1.[Li+].CC([N-]C(C)C)C.FC(F)(F)S(O[CH2:43][CH:44]([F:46])[F:45])(=O)=O. Product: [CH2:1]([O:8][C:9]([N:11]([CH2:13][C:14]1[CH:19]=[C:18]([N+:20]([O-:22])=[O:21])[CH:17]=[CH:16][C:15]=1[CH:23]([CH2:43][CH:44]([F:46])[F:45])[C:24]([O:26][CH2:27][CH3:28])=[O:25])[CH3:12])=[O:10])[C:2]1[CH:3]=[CH:4][CH:5]=[CH:6][CH:7]=1. The catalyst class is: 1. (2) Reactant: [C:1]([N:4]1[C:13]2[C:8](=[CH:9][C:10](Br)=[CH:11][CH:12]=2)[C@H:7]([NH:15]C(=O)OCC2C=CC=CC=2)[C@@H:6]([CH3:26])[C@@H:5]1[CH:27]1[CH2:29][CH2:28]1)(=[O:3])[CH3:2].[N:30]1([C:36]([O:38][C:39]([CH3:42])([CH3:41])[CH3:40])=[O:37])[CH2:35][CH2:34][NH:33][CH2:32][CH2:31]1.CN(C1C(C2C(P(C3CCCCC3)C3CCCCC3)=CC=CC=2)=CC=CC=1)C. Product: [C:1]([N:4]1[C:13]2[C:8](=[CH:9][C:10]([N:33]3[CH2:34][CH2:35][N:30]([C:36]([O:38][C:39]([CH3:42])([CH3:41])[CH3:40])=[O:37])[CH2:31][CH2:32]3)=[CH:11][CH:12]=2)[C@H:7]([NH2:15])[C@@H:6]([CH3:26])[C@@H:5]1[CH:27]1[CH2:29][CH2:28]1)(=[O:3])[CH3:2]. The catalyst class is: 62. (3) Reactant: [CH2:1]([O:3][C:4]([C:6]1([C:9]2[CH:14]=[CH:13][C:12]([C:15]3[CH:20]=[CH:19][C:18]([C:21]4[CH:22]=[N:23][N:24]([CH3:34])[C:25]=4[NH:26]C(OC(C)(C)C)=O)=[CH:17][CH:16]=3)=[CH:11][CH:10]=2)[CH2:8][CH2:7]1)=[O:5])[CH3:2]. Product: [CH2:1]([O:3][C:4]([C:6]1([C:9]2[CH:10]=[CH:11][C:12]([C:15]3[CH:20]=[CH:19][C:18]([C:21]4[CH:22]=[N:23][N:24]([CH3:34])[C:25]=4[NH2:26])=[CH:17][CH:16]=3)=[CH:13][CH:14]=2)[CH2:8][CH2:7]1)=[O:5])[CH3:2]. The catalyst class is: 33. (4) Reactant: Cl.Cl.[CH3:3][N:4]1[CH2:11][CH:10]2[NH:12][CH:6]([CH2:7][NH:8][CH2:9]2)[CH2:5]1.O([C:21]([O:23][C:24]([CH3:27])([CH3:26])[CH3:25])=[O:22])[C:21]([O:23][C:24]([CH3:27])([CH3:26])[CH3:25])=[O:22].C([O-])([O-])=O.[K+].[K+]. Product: [C:24]([O:23][C:21]([N:8]1[CH2:9][CH:10]2[NH:12][CH:6]([CH2:5][N:4]([CH3:3])[CH2:11]2)[CH2:7]1)=[O:22])([CH3:25])([CH3:26])[CH3:27]. The catalyst class is: 821. (5) Reactant: [Cl:1][C:2]1[CH:7]=[CH:6][CH:5]=[CH:4][C:3]=1[C:8]1[C:9]([OH:15])=[CH:10][CH:11]=[CH:12][C:13]=1[Cl:14].[H-].[Na+].[CH2:18](Br)[CH:19]=[CH2:20]. Product: [CH2:20]([O:15][C:9]1[C:8]([C:3]2[CH:4]=[CH:5][CH:6]=[CH:7][C:2]=2[Cl:1])=[C:13]([Cl:14])[CH:12]=[CH:11][CH:10]=1)[CH:19]=[CH2:18]. The catalyst class is: 3. (6) Reactant: [NH2:1][CH:2]1[CH2:11][CH2:10][CH2:9][C:8]2[CH:7]=[C:6]([O:12][S:13]([C:16]([F:19])([F:18])[F:17])(=[O:15])=[O:14])[CH:5]=[CH:4][C:3]1=2.CCN(CC)CC.[C:27](=O)([O:33]C(C)(C)C)[O:28][C:29]([CH3:32])([CH3:31])[CH3:30]. Product: [C:29]([O:28][C:27]([NH:1][CH:2]1[CH2:11][CH2:10][CH2:9][C:8]2[CH:7]=[C:6]([O:12][S:13]([C:16]([F:19])([F:17])[F:18])(=[O:15])=[O:14])[CH:5]=[CH:4][C:3]1=2)=[O:33])([CH3:32])([CH3:31])[CH3:30]. The catalyst class is: 2. (7) Reactant: [C:1]([O:5][C:6](=[O:34])[CH2:7][CH:8]([NH:15][S:16]([C:19]1[CH:24]=[CH:23][C:22]([NH2:25])=[CH:21][C:20]=1[O:26][CH2:27][C:28]1[CH:33]=[CH:32][CH:31]=[CH:30][CH:29]=1)(=[O:18])=[O:17])[C:9]([N:11]([O:13][CH3:14])[CH3:12])=[O:10])([CH3:4])([CH3:3])[CH3:2].C(N(CC)CC)C.[C:42](Cl)(=[O:44])[CH3:43]. Product: [C:1]([O:5][C:6](=[O:34])[CH2:7][CH:8]([NH:15][S:16]([C:19]1[CH:24]=[CH:23][C:22]([NH:25][C:42](=[O:44])[CH3:43])=[CH:21][C:20]=1[O:26][CH2:27][C:28]1[CH:33]=[CH:32][CH:31]=[CH:30][CH:29]=1)(=[O:18])=[O:17])[C:9]([N:11]([O:13][CH3:14])[CH3:12])=[O:10])([CH3:4])([CH3:2])[CH3:3]. The catalyst class is: 2. (8) Reactant: C[O:2][C:3]1[CH:12]=[C:11]2[C:6]([CH:7]=[CH:8][N:9]=[C:10]2[N:13]2[CH2:18][CH2:17][NH:16][CH2:15][CH2:14]2)=[CH:5][CH:4]=1.Br.[OH-].[Na+].[C:22]([O:26][C:27](O[C:27]([O:26][C:22]([CH3:25])([CH3:24])[CH3:23])=[O:28])=[O:28])([CH3:25])([CH3:24])[CH3:23]. Product: [C:22]([O:26][C:27]([N:16]1[CH2:17][CH2:18][N:13]([C:10]2[C:11]3[C:6](=[CH:5][CH:4]=[C:3]([OH:2])[CH:12]=3)[CH:7]=[CH:8][N:9]=2)[CH2:14][CH2:15]1)=[O:28])([CH3:25])([CH3:24])[CH3:23]. The catalyst class is: 12. (9) The catalyst class is: 140. Product: [C:20]([C:24]1[CH:25]=[CH:26][C:27]([NH:28][C:35](=[O:34])[C:2]2[CH:7]=[CH:6][C:5]([C:8]3[CH:12]=[CH:11][O:10][N:9]=3)=[CH:4][CH:3]=2)=[CH:29][CH:30]=1)([CH3:23])([CH3:21])[CH3:22]. Reactant: Br[C:2]1[CH:7]=[CH:6][C:5]([C:8]2[CH:12]=[CH:11][O:10][N:9]=2)=[CH:4][CH:3]=1.C(N(CC)CC)C.[C:20]([C:24]1[CH:30]=[CH:29][C:27]([NH2:28])=[CH:26][CH:25]=1)([CH3:23])([CH3:22])[CH3:21].C(Cl)Cl.[O:34]1CCC[CH2:35]1.